Predict which catalyst facilitates the given reaction. From a dataset of Catalyst prediction with 721,799 reactions and 888 catalyst types from USPTO. (1) Reactant: [N+]([C:4]1[CH:9]=[CH:8][C:7](S(Cl)(=O)=O)=[CH:6][CH:5]=1)([O-])=O.[CH2:14]([N:16](C(C)C)C(C)C)C.[OH:23][C@H:24]([CH2:49]NCC(C)C)[C@@H:25]([NH:41][C:42](=[O:48])[O:43][C:44]([CH3:47])([CH3:46])[CH3:45])[CH2:26][C:27]1[CH:32]=[CH:31][C:30]([O:33][CH2:34]C2C=CC=CN=2)=[CH:29][CH:28]=1. Product: [C:14]([C:5]1[CH:6]=[C:7]([CH:8]=[CH:9][CH:4]=1)[CH2:34][O:33][C:30]1[CH:29]=[CH:28][C:27]([CH2:26][C@H:25]([NH:41][C:42](=[O:48])[O:43][C:44]([CH3:45])([CH3:46])[CH3:47])[C@H:24]2[CH2:49][O:23]2)=[CH:32][CH:31]=1)#[N:16]. The catalyst class is: 4. (2) Reactant: [NH2:1][C:2]1[N:3]([CH2:24]C2CCCCC2)[C:4](=[O:23])[C:5]2([C:15]3[C:10](=[CH:11][CH:12]=[C:13](Br)[CH:14]=3)[O:9][CH:8]([C:17]3[CH:22]=[CH:21][CH:20]=[CH:19][CH:18]=3)[CH2:7]2)[N:6]=1.Cl.[NH2:32][C:33]1[CH:34]=[C:35](B(O)O)[CH:36]=[C:37]([C:39]#[N:40])[CH:38]=1. Product: [NH2:32][C:33]1[CH:38]=[C:37]([CH:36]=[C:35]([C:13]2[CH:14]=[C:15]3[C:5]4([C:4](=[O:23])[N:3]([CH3:24])[C:2]([NH2:1])=[N:6]4)[CH2:7][CH:8]([C:17]4[CH:18]=[CH:19][CH:20]=[CH:21][CH:22]=4)[O:9][C:10]3=[CH:11][CH:12]=2)[CH:34]=1)[C:39]#[N:40]. The catalyst class is: 806. (3) Reactant: [H-].[Na+].[C:3]1([OH:9])[CH:8]=[CH:7][CH:6]=[CH:5][CH:4]=1.[CH2:10]([N:17]1[CH2:22][CH2:21][CH:20]([CH2:23][CH2:24][NH:25][C:26]2[C:31]([CH3:32])=[C:30]([CH3:33])[N:29]=[C:28](Cl)[C:27]=2[N+:35]([O-:37])=[O:36])[CH2:19][CH2:18]1)[C:11]1[CH:16]=[CH:15][CH:14]=[CH:13][CH:12]=1.[O-]C1C=CC=CC=1. Product: [CH2:10]([N:17]1[CH2:22][CH2:21][CH:20]([CH2:23][CH2:24][NH:25][C:26]2[C:27]([N+:35]([O-:37])=[O:36])=[C:28]([O:9][C:3]3[CH:8]=[CH:7][CH:6]=[CH:5][CH:4]=3)[N:29]=[C:30]([CH3:33])[C:31]=2[CH3:32])[CH2:19][CH2:18]1)[C:11]1[CH:16]=[CH:15][CH:14]=[CH:13][CH:12]=1. The catalyst class is: 270. (4) Reactant: [CH3:1][O:2][C:3]1[CH:4]=[C:5]([CH:9]=[CH:10][CH:11]=1)[C:6]([NH2:8])=[O:7].Cl[CH2:13][C:14](=O)[CH3:15].O. Product: [CH3:1][O:2][C:3]1[CH:4]=[C:5]([C:6]2[O:7][CH:13]=[C:14]([CH3:15])[N:8]=2)[CH:9]=[CH:10][CH:11]=1. The catalyst class is: 11. (5) Reactant: [CH2:1](O)[CH2:2][CH2:3][CH2:4][CH2:5][CH2:6][CH2:7][CH2:8][CH2:9][CH2:10][CH3:11].C(=O)(O)O.[NH2:17][NH:18][C:19]([NH2:21])=[NH:20].C1(C)C=CC(S(O)(=O)=O)=CC=1. Product: [CH:1](=[N:17][NH:18][C:19]([NH2:21])=[NH:20])[CH2:2][CH2:3][CH2:4][CH2:5][CH2:6][CH2:7][CH2:8][CH2:9][CH2:10][CH3:11]. The catalyst class is: 226. (6) Product: [Br:1][C:2]1[C:3]([CH3:18])=[CH:4][C:5]2[N:6]([CH:8]=[C:9]([C:11]3[CH:16]=[CH:15][C:14]([O:17][CH2:26][CH2:27][O:28][Si:29]([C:32]([CH3:35])([CH3:34])[CH3:33])([CH3:31])[CH3:30])=[CH:13][CH:12]=3)[N:10]=2)[CH:7]=1. The catalyst class is: 9. Reactant: [Br:1][C:2]1[C:3]([CH3:18])=[CH:4][C:5]2[N:6]([CH:8]=[C:9]([C:11]3[CH:16]=[CH:15][C:14]([OH:17])=[CH:13][CH:12]=3)[N:10]=2)[CH:7]=1.C(=O)([O-])[O-].[K+].[K+].Br[CH2:26][CH2:27][O:28][Si:29]([C:32]([CH3:35])([CH3:34])[CH3:33])([CH3:31])[CH3:30].[Cl-].[Na+]. (7) Reactant: [CH3:1][O:2][C:3]1[C:8]([NH:9][CH2:10][C:11](OCC)=[O:12])=[CH:7][C:6]([CH2:16][S:17](/[CH:20]=[CH:21]/[C:22]2[C:27]([O:28][CH3:29])=[CH:26][C:25]([O:30][CH3:31])=[CH:24][C:23]=2[O:32][CH3:33])(=[O:19])=[O:18])=[CH:5][N:4]=1.[NH3:34]. Product: [CH3:1][O:2][C:3]1[C:8]([NH:9][CH2:10][C:11]([NH2:34])=[O:12])=[CH:7][C:6]([CH2:16][S:17](/[CH:20]=[CH:21]/[C:22]2[C:23]([O:32][CH3:33])=[CH:24][C:25]([O:30][CH3:31])=[CH:26][C:27]=2[O:28][CH3:29])(=[O:18])=[O:19])=[CH:5][N:4]=1. The catalyst class is: 6. (8) The catalyst class is: 38. Reactant: [I:1][C:2]1[CH:3]=[N:4][NH:5][CH:6]=1.[O:7]1[CH2:9][CH:8]1[C:10]([O:12][CH3:13])=[O:11].P([O-])([O-])([O-])=O.[K+].[K+].[K+]. Product: [OH:7][CH:8]([CH2:9][N:4]1[CH:3]=[C:2]([I:1])[CH:6]=[N:5]1)[C:10]([O:12][CH3:13])=[O:11].